The task is: Predict which catalyst facilitates the given reaction.. This data is from Catalyst prediction with 721,799 reactions and 888 catalyst types from USPTO. (1) Reactant: C([Si]([C:8]#[C:9][C:10]1[C:15]([CH2:16][C:17]([O:19][CH2:20][CH3:21])=[O:18])=[CH:14][N:13]=[CH:12][N:11]=1)(CC)CC)C.C(O)(=O)C.CCCC[N+](CCCC)(CCCC)CCCC.[F-].C([O-])(O)=O.[Na+]. Product: [C:9]([C:10]1[C:15]([CH2:16][C:17]([O:19][CH2:20][CH3:21])=[O:18])=[CH:14][N:13]=[CH:12][N:11]=1)#[CH:8]. The catalyst class is: 76. (2) Reactant: [O:1]1[C:5]2=[N:6][CH:7]=[CH:8][CH:9]=[C:4]2[CH2:3][C:2]21[CH:14]1[CH2:15][CH2:16][N:11]([CH2:12][CH2:13]1)[CH2:10]2.C([O-])(=O)C.[Na+].[Br:22]Br.C(=O)([O-])[O-].[Na+].[Na+]. Product: [Br:22][C:8]1[CH:9]=[C:4]2[CH2:3][C:2]3([CH:14]4[CH2:13][CH2:12][N:11]([CH2:16][CH2:15]4)[CH2:10]3)[O:1][C:5]2=[N:6][CH:7]=1. The catalyst class is: 15.